Dataset: Retrosynthesis with 50K atom-mapped reactions and 10 reaction types from USPTO. Task: Predict the reactants needed to synthesize the given product. (1) The reactants are: CCCCc1nc(CC)[nH]c(=O)c1Cc1ccc(-c2ccccc2C#N)cc1.OB(O)c1ccccc1. Given the product CCCCc1nc(CC)n(-c2ccccc2)c(=O)c1Cc1ccc(-c2ccccc2C#N)cc1, predict the reactants needed to synthesize it. (2) Given the product CCCCOc1cc(/C=C/C(=O)OC)ccc1I, predict the reactants needed to synthesize it. The reactants are: CCCCOc1cc(C=O)ccc1I.COC(=O)C=P(c1ccccc1)(c1ccccc1)c1ccccc1. (3) Given the product CC1CN(C(=O)C2CCNCC2)CC(C)N1, predict the reactants needed to synthesize it. The reactants are: CC1CN(C(=O)C2CCN(Cc3ccccc3)CC2)CC(C)N1. (4) Given the product CCCCN(CCCC)Cc1nc(-c2ncn3c2[C@@H]2CCN2C(=O)c2ccccc2-3)no1, predict the reactants needed to synthesize it. The reactants are: CCCCNCCCC.O=C1c2ccccc2-n2cnc(-c3noc(CCl)n3)c2[C@@H]2CCN12. (5) The reactants are: CCCC1CCC(C2CCC(CCC(=O)OCC)CC2)CC1. Given the product CCCC1CCC(C2CCC(CCCO)CC2)CC1, predict the reactants needed to synthesize it. (6) Given the product CN(c1ccc([N+](=O)[O-])cn1)C1CCOCC1, predict the reactants needed to synthesize it. The reactants are: CNC1CCOCC1.O=[N+]([O-])c1ccc(Br)nc1. (7) Given the product Cc1cccc2c1C(C(C)C)N(C(=O)CNCC1(O)CCCCC1)CC2, predict the reactants needed to synthesize it. The reactants are: Cc1ccc(Br)c2c1C(C(C)C)N(C(=O)CNCC1(O)CCCCC1)CC2.